From a dataset of Full USPTO retrosynthesis dataset with 1.9M reactions from patents (1976-2016). Predict the reactants needed to synthesize the given product. (1) Given the product [C:17]([O:21][C:22]([NH:24][C@:25]([CH3:30])([CH2:31][C:32]1[CH:33]=[CH:34][CH:35]=[CH:36][CH:37]=1)[C:26]([NH:28][NH:29][CH2:12][C:11]([N:8]1[CH2:9][CH2:10][N:5]([CH2:1][CH2:2][CH2:3][CH3:4])[C:6](=[O:16])[C:7]1=[O:15])=[O:50])=[O:27])=[O:23])([CH3:18])([CH3:19])[CH3:20], predict the reactants needed to synthesize it. The reactants are: [CH2:1]([N:5]1[CH2:10][CH2:9][N:8]([CH2:11][C:12](O)=O)[C:7](=[O:15])[C:6]1=[O:16])[CH2:2][CH2:3][CH3:4].[C:17]([O:21][C:22]([NH:24][C@@:25]([CH2:31][C:32]1[CH:37]=[CH:36][CH:35]=[CH:34][CH:33]=1)([CH3:30])[C:26]([NH:28][NH2:29])=[O:27])=[O:23])([CH3:20])([CH3:19])[CH3:18].Cl.CN(C)CCCN=C=NCC.[OH:50]N1C2N=CC=CC=2N=N1.C(N(C(C)C)CC)(C)C. (2) Given the product [F:1][C:2]1[CH:3]=[CH:4][C:5]([NH:8][C:9]([C:11]2[C:15]([NH:16][CH:17]3[CH2:22][CH2:21][CH2:20][CH2:19][CH2:18]3)=[CH:14][NH:13][N:12]=2)=[O:10])=[CH:6][CH:7]=1, predict the reactants needed to synthesize it. The reactants are: [F:1][C:2]1[CH:7]=[CH:6][C:5]([NH:8][C:9]([C:11]2[C:15]([NH2:16])=[CH:14][NH:13][N:12]=2)=[O:10])=[CH:4][CH:3]=1.[C:17]1(=O)[CH2:22][CH2:21][CH2:20][CH2:19][CH2:18]1.C(O[BH-](OC(=O)C)OC(=O)C)(=O)C.[Na+]. (3) Given the product [F:48][C:34]1[CH:35]=[C:36]([O:39][CH2:40][CH2:41][C:42]2[CH:47]=[CH:46][CH:45]=[CH:44][N:43]=2)[CH:37]=[CH:38][C:33]=1[NH:13][S:14]([C:17]1[CH:18]=[C:19]2[C:24](=[CH:25][CH:26]=1)[CH2:23][N:22]([C:27](=[O:32])[C:28]([F:29])([F:31])[F:30])[CH2:21][CH2:20]2)(=[O:15])=[O:16], predict the reactants needed to synthesize it. The reactants are: FC(F)(F)C(O)=O.COC1C=C(OC)C=CC=1C[N:13]([C:33]1[CH:38]=[CH:37][C:36]([O:39][CH2:40][CH2:41][C:42]2[CH:47]=[CH:46][CH:45]=[CH:44][N:43]=2)=[CH:35][C:34]=1[F:48])[S:14]([C:17]1[CH:18]=[C:19]2[C:24](=[CH:25][CH:26]=1)[CH2:23][N:22]([C:27](=[O:32])[C:28]([F:31])([F:30])[F:29])[CH2:21][CH2:20]2)(=[O:16])=[O:15].C(=O)([O-])O.[Na+]. (4) Given the product [C:40]([C:18]1[C:17]([O:24][C:25]([F:33])([F:34])[CH:26]([F:32])[O:27][C:43]([F:54])([F:53])[F:42])=[N:16][N:15]([C:3]2[CH:4]=[C:5]([S:9][CH2:10][C:43]([F:54])([F:53])[F:42])[C:6]([CH3:8])=[CH:7][C:2]=2[F:1])[CH:19]=1)#[N:37], predict the reactants needed to synthesize it. The reactants are: [F:1][C:2]1[CH:7]=[C:6]([CH3:8])[C:5]([S:9][CH2:10]C(F)(F)F)=[CH:4][C:3]=1[N:15]1[CH:19]=[C:18](CC(N)=O)[C:17]([O:24][C:25]([F:34])([F:33])[CH:26]([F:32])[O:27]C(F)(F)F)=[N:16]1.C([N:37]([CH2:40]C)CC)C.[F:42][C:43]([F:54])([F:53])C(OC(=O)[C:43]([F:54])([F:53])[F:42])=O. (5) Given the product [OH:32][CH:29]([CH2:30][OH:31])[CH2:28][NH:27][C:21]([C:14]1[C:15](=[O:20])[N:16]([CH3:19])[C:17]2[C:12]([C:13]=1[OH:26])=[N:11][CH:10]=[C:9]([CH2:8][C:5]1[CH:4]=[CH:3][C:2]([F:1])=[CH:7][CH:6]=1)[CH:18]=2)=[O:22], predict the reactants needed to synthesize it. The reactants are: [F:1][C:2]1[CH:7]=[CH:6][C:5]([CH2:8][C:9]2[CH:18]=[C:17]3[C:12]([C:13]([OH:26])=[C:14]([C:21](OCC)=[O:22])[C:15](=[O:20])[N:16]3[CH3:19])=[N:11][CH:10]=2)=[CH:4][CH:3]=1.[NH2:27][CH2:28][CH:29]([OH:32])[CH2:30][OH:31].